This data is from Catalyst prediction with 721,799 reactions and 888 catalyst types from USPTO. The task is: Predict which catalyst facilitates the given reaction. (1) Reactant: [CH2:1]1[C:3]2([CH2:8][C:7](=[O:9])[O:6][C:5](=[O:10])[CH2:4]2)[CH2:2]1.Cl.[CH3:12][NH:13][O:14][CH3:15].N1C=CC=CC=1. Product: [CH3:15][O:14][N:13]([CH3:12])[C:7]([CH2:8][C:3]1([CH2:4][C:5]([OH:6])=[O:10])[CH2:2][CH2:1]1)=[O:9]. The catalyst class is: 4. (2) Reactant: [CH2:1]([NH:5][C:6]([C:8]1[C:17](=[O:18])[C:16]2[C:11](=[N:12][CH:13]=[CH:14][CH:15]=2)[N:10]([C:19]2[CH:24]=[CH:23][CH:22]=[C:21]([C:25]3[CH:26]=[N:27][C:28]([C:31]([OH:34])([CH3:33])[CH3:32])=[CH:29][CH:30]=3)[CH:20]=2)[CH:9]=1)=[O:7])[CH:2]([CH3:4])[CH3:3].C(Cl)Cl.CO.O.O.O.O.O.O.C(O[O-])(=O)C1C(=CC=CC=1)C([O-])=[O:50].[Mg+2]. Product: [CH2:1]([NH:5][C:6]([C:8]1[C:17](=[O:18])[C:16]2[C:11](=[N:12][CH:13]=[CH:14][CH:15]=2)[N:10]([C:19]2[CH:24]=[CH:23][CH:22]=[C:21]([C:25]3[CH:26]=[N+:27]([O-:50])[C:28]([C:31]([OH:34])([CH3:32])[CH3:33])=[CH:29][CH:30]=3)[CH:20]=2)[CH:9]=1)=[O:7])[CH:2]([CH3:4])[CH3:3]. The catalyst class is: 28.